Dataset: Peptide-MHC class II binding affinity with 134,281 pairs from IEDB. Task: Regression. Given a peptide amino acid sequence and an MHC pseudo amino acid sequence, predict their binding affinity value. This is MHC class II binding data. (1) The peptide sequence is KPLLIIAEDVEGE. The MHC is DRB5_0101 with pseudo-sequence DRB5_0101. The binding affinity (normalized) is 0.00312. (2) The peptide sequence is EEKIEIIPIQEEEY. The MHC is HLA-DPA10201-DPB10501 with pseudo-sequence HLA-DPA10201-DPB10501. The binding affinity (normalized) is 0.184. (3) The peptide sequence is SVAYKAAVGATPEAK. The MHC is HLA-DQA10301-DQB10302 with pseudo-sequence HLA-DQA10301-DQB10302. The binding affinity (normalized) is 0.382. (4) The peptide sequence is YDKFLANVSTVGTGK. The MHC is DRB1_1001 with pseudo-sequence DRB1_1001. The binding affinity (normalized) is 0.675. (5) The peptide sequence is DGCWYPMEIRPRKTH. The MHC is HLA-DQA10501-DQB10302 with pseudo-sequence HLA-DQA10501-DQB10302. The binding affinity (normalized) is 0.438. (6) The peptide sequence is LSPLTKGILGFVFTL. The MHC is DRB3_0101 with pseudo-sequence DRB3_0101. The binding affinity (normalized) is 0.106. (7) The peptide sequence is KVTAKGVSEANTCAA. The MHC is DRB3_0101 with pseudo-sequence DRB3_0101. The binding affinity (normalized) is 0.237. (8) The peptide sequence is AVWGKNSCAKNYNCK. The MHC is HLA-DPA10103-DPB10301 with pseudo-sequence HLA-DPA10103-DPB10301. The binding affinity (normalized) is 0.